This data is from Catalyst prediction with 721,799 reactions and 888 catalyst types from USPTO. The task is: Predict which catalyst facilitates the given reaction. (1) Reactant: [2H]C1C([2H])=C([2H])C(B(O)O)=C([2H])C=1[2H].C1C=CC(P(C2C(C3C(P(C4C=CC=CC=4)C4C=CC=CC=4)=CC=C4C=3C=CC=C4)=C3C(C=CC=C3)=CC=2)C2C=CC=CC=2)=CC=1.C(N(CC)CC)C.[C:68]1(=[O:77])[C:76]2[C:71](=[CH:72][CH:73]=[CH:74][CH:75]=2)[CH:70]=[CH:69]1. Product: [C:68]1(=[O:77])[C:76]2[C:71](=[CH:72][CH:73]=[CH:74][CH:75]=2)[CH2:70][CH2:69]1. The catalyst class is: 38. (2) Reactant: [CH2:1]([N:3]1[C:7]2=[N:8][C:9]([CH2:60][CH3:61])=[C:10]([CH2:19][NH:20][C:21]([C:23]3[CH:24]=[C:25]([C:29]([NH:31][CH2:32][C:33]4[CH:34]=[C:35]([C:39]5[CH:44]=[CH:43][CH:42]=[C:41]([CH2:45][N:46]6[CH2:51][CH2:50][N:49](C(OC(C)(C)C)=O)[C@@H:48]([CH3:59])[CH2:47]6)[CH:40]=5)[CH:36]=[CH:37][CH:38]=4)=[O:30])[CH:26]=[CH:27][CH:28]=3)=[O:22])[C:11]([NH:12][CH:13]3[CH2:18][CH2:17][O:16][CH2:15][CH2:14]3)=[C:6]2[CH:5]=[N:4]1)[CH3:2].C(O)(C(F)(F)F)=O. Product: [CH2:1]([N:3]1[C:7]2=[N:8][C:9]([CH2:60][CH3:61])=[C:10]([CH2:19][NH:20][C:21]([C:23]3[CH:28]=[CH:27][CH:26]=[C:25]([C:29]([NH:31][CH2:32][C:33]4[CH:34]=[C:35]([C:39]5[CH:44]=[CH:43][CH:42]=[C:41]([CH2:45][N:46]6[CH2:51][CH2:50][NH:49][C@@H:48]([CH3:59])[CH2:47]6)[CH:40]=5)[CH:36]=[CH:37][CH:38]=4)=[O:30])[CH:24]=3)=[O:22])[C:11]([NH:12][CH:13]3[CH2:14][CH2:15][O:16][CH2:17][CH2:18]3)=[C:6]2[CH:5]=[N:4]1)[CH3:2]. The catalyst class is: 2.